From a dataset of Reaction yield outcomes from USPTO patents with 853,638 reactions. Predict the reaction yield, written as a fraction of the theoretical maximum amount of product (1.0 means a 100% yield; for example, 0.34 means a 34% yield). (1) The reactants are Br[C:2]1[CH:3]=[C:4]2[CH2:10][C:9](=[O:11])[NH:8][C:5]2=[N:6][CH:7]=1.C(N(CC)CC)C.[C]=O.[CH3:21][OH:22].[CH2:23]([OH:25])[CH3:24]. The catalyst is CS(C)=O.C(OCC)C.C([O-])(=O)C.[Pd+2].C([O-])(=O)C. The product is [O:11]=[C:9]1[NH:8][C:5]2=[N:6][CH:7]=[C:2]([C:21]([O:25][CH2:23][CH3:24])=[O:22])[CH:3]=[C:4]2[CH2:10]1. The yield is 0.260. (2) The reactants are [C:1]12([C:11]([O:13][CH2:14][C:15]([F:21])([F:20])[S:16]([O-:19])(=[O:18])=[O:17])=[O:12])[CH2:10][CH:5]3[CH2:6][CH:7]([CH2:9][CH:3]([CH2:4]3)[CH2:2]1)[CH2:8]2.[Na+].[Cl-].[C:24]1([S+:30]([C:37]2[CH:42]=[CH:41][CH:40]=[CH:39][CH:38]=2)[C:31]2[CH:36]=[CH:35][CH:34]=[CH:33][CH:32]=2)[CH:29]=[CH:28][CH:27]=[CH:26][CH:25]=1. The catalyst is ClCCl. The product is [C:1]12([C:11]([O:13][CH2:14][C:15]([F:21])([F:20])[S:16]([O-:19])(=[O:17])=[O:18])=[O:12])[CH2:10][CH:5]3[CH2:4][CH:3]([CH2:9][CH:7]([CH2:6]3)[CH2:8]1)[CH2:2]2.[C:37]1([S+:30]([C:24]2[CH:25]=[CH:26][CH:27]=[CH:28][CH:29]=2)[C:31]2[CH:36]=[CH:35][CH:34]=[CH:33][CH:32]=2)[CH:38]=[CH:39][CH:40]=[CH:41][CH:42]=1. The yield is 0.850. (3) The reactants are C[O:2][C:3](=[O:35])[C@@H:4]([NH:12][C:13]([C:15]1[CH:16]=[N:17][C:18]([O:21][CH2:22][C:23]2[C:24]([C:29]3[CH:34]=[CH:33][CH:32]=[CH:31][CH:30]=3)=[N:25][O:26][C:27]=2[CH3:28])=[CH:19][CH:20]=1)=[O:14])[CH2:5][C:6]1[CH:11]=[CH:10][CH:9]=[CH:8][CH:7]=1.O.[OH-].[Li+].Cl. The catalyst is C1COCC1.CO.O. The product is [CH3:28][C:27]1[O:26][N:25]=[C:24]([C:29]2[CH:30]=[CH:31][CH:32]=[CH:33][CH:34]=2)[C:23]=1[CH2:22][O:21][C:18]1[N:17]=[CH:16][C:15]([C:13]([NH:12][C@@H:4]([CH2:5][C:6]2[CH:11]=[CH:10][CH:9]=[CH:8][CH:7]=2)[C:3]([OH:35])=[O:2])=[O:14])=[CH:20][CH:19]=1. The yield is 0.950. (4) The reactants are [C:1]1(=[O:7])[O:6][C:4](=[O:5])[CH:3]=[CH:2]1.[Cl:8][C:9]1[CH:15]=[CH:14][C:12]([NH2:13])=[CH:11][CH:10]=1. The catalyst is C(#N)C. The product is [Cl:8][C:9]1[CH:15]=[CH:14][C:12]([NH:13][C:1](/[CH:2]=[CH:3]\[C:4]([OH:6])=[O:5])=[O:7])=[CH:11][CH:10]=1. The yield is 0.970. (5) The reactants are [CH2:1]([C:8]1[N:13]=[CH:12][C:11]([CH:14]=O)=[CH:10][CH:9]=1)[C:2]1[CH:7]=[CH:6][CH:5]=[CH:4][CH:3]=1.[N+:16]([CH3:19])([O-:18])=[O:17].C([O-])(=O)C.[NH4+]. The catalyst is C(O)(=O)C. The product is [CH2:1]([C:8]1[CH:9]=[CH:10][C:11](/[CH:14]=[CH:19]/[N+:16]([O-:18])=[O:17])=[CH:12][N:13]=1)[C:2]1[CH:7]=[CH:6][CH:5]=[CH:4][CH:3]=1. The yield is 0.210. (6) The reactants are [Cl:1][C:2]1[CH:10]=[C:9]2[C:5]([C:6]([C:11](=[O:16])[C:12]([F:15])([F:14])[F:13])=[CH:7][NH:8]2)=[CH:4][C:3]=1[CH3:17].[H-].[Na+].[CH3:20][N:21]([CH2:23][C:24](Cl)=O)[CH3:22].CN(C=[O:31])C. No catalyst specified. The product is [Cl:1][C:2]1[CH:10]=[C:9]2[C:5]([C:6]([C:11](=[O:16])[C:12]([F:13])([F:14])[F:15])=[CH:7][N:8]2[CH2:24][C:23]([N:21]([CH3:22])[CH3:20])=[O:31])=[CH:4][C:3]=1[CH3:17]. The yield is 0.600.